From a dataset of Reaction yield outcomes from USPTO patents with 853,638 reactions. Predict the reaction yield, written as a fraction of the theoretical maximum amount of product (1.0 means a 100% yield; for example, 0.34 means a 34% yield). (1) The product is [CH3:19][N:21]([CH2:22][C:8]1[N:7]([CH3:6])[C:11]2=[N:12][CH:13]=[CH:14][CH:15]=[C:10]2[CH:9]=1)[C:1](=[O:4])[CH:2]=[CH2:3]. The catalyst is C(Cl)Cl. The yield is 0.800. The reactants are [C:1](Cl)(=[O:4])[CH:2]=[CH2:3].[CH3:6][N:7]1[C:11]2=[N:12][CH:13]=[CH:14][CH:15]=[C:10]2[C:9](CNC)=[CH:8]1.[CH2:19]([N:21](CC)[CH2:22]C)C. (2) The reactants are CC(OC([N:8]1[CH2:13][CH2:12][N:11]([C:14]([O:16][C:17]([CH3:20])([CH3:19])[CH3:18])=[O:15])[CH2:10][CH:9]1[C:21](=[O:28])[C:22]1[CH:27]=[CH:26][CH:25]=[CH:24][CH:23]=1)=O)(C)C.[BH4-].[Na+].C(OCC)(=O)C.[H-].[Na+].[CH3:39][OH:40]. No catalyst specified. The product is [O:40]=[C:39]1[N:8]2[CH2:13][CH2:12][N:11]([C:14]([O:16][C:17]([CH3:20])([CH3:19])[CH3:18])=[O:15])[CH2:10][CH:9]2[CH:21]([C:22]2[CH:23]=[CH:24][CH:25]=[CH:26][CH:27]=2)[O:28]1. The yield is 0.570. (3) The reactants are [F:1][C:2]1[CH:7]=[CH:6][C:5](N)=[CH:4][C:3]=1[C:9]1[CH:14]=[CH:13][CH:12]=[CH:11][C:10]=1[S:15][CH3:16].N([O-])=O.[Na+].[BrH:21]. The catalyst is O1CCOCC1.O.[Cu]Br. The product is [Br:21][C:5]1[CH:6]=[CH:7][C:2]([F:1])=[C:3]([C:9]2[CH:14]=[CH:13][CH:12]=[CH:11][C:10]=2[S:15][CH3:16])[CH:4]=1. The yield is 0.570. (4) The reactants are C(OC(=O)[NH:10][C@@H:11]1[CH2:17][CH2:16][CH2:15][N:14]([C:18]2[N:19]([CH3:49])[N:20]=[CH:21][C:22]=2[NH:23][C:24]([C:26]2[N:27]=[C:28]([C:39]3[CH:44]=[CH:43][CH:42]=[CH:41][C:40]=3[C:45]([F:48])([F:47])[F:46])[S:29][C:30]=2[NH:31]C(OC(C)(C)C)=O)=[O:25])[CH2:13][CH2:12]1)C1C=CC=CC=1. The catalyst is O1CCOCC1.Cl. The product is [NH2:31][C:30]1[S:29][C:28]([C:39]2[CH:44]=[CH:43][CH:42]=[CH:41][C:40]=2[C:45]([F:47])([F:48])[F:46])=[N:27][C:26]=1[C:24]([NH:23][C:22]1[CH:21]=[N:20][N:19]([CH3:49])[C:18]=1[N:14]1[CH2:15][CH2:16][CH2:17][C@@H:11]([NH2:10])[CH2:12][CH2:13]1)=[O:25]. The yield is 0.592. (5) The reactants are [CH2:1]([O:8][C:9]([NH:11][C@@H:12]([C:63]([CH3:66])([CH3:65])[CH3:64])[C:13]([N:15]1[C@H:19]([C:20](=[O:32])[NH:21][C@H:22]2[C:31]3[C:26](=[CH:27][CH:28]=[CH:29][CH:30]=3)[CH2:25][CH2:24][CH2:23]2)[CH2:18][C@H:17]([C:33]2[CH:42]=[C:41]3[C:36]([CH2:37][C@@H:38]([C:50](=[O:62])[NH:51][C@H:52]4[C:61]5[C:56](=[CH:57][CH:58]=[CH:59][CH:60]=5)[CH2:55][CH2:54][CH2:53]4)[N:39](C(OC(C)(C)C)=O)[CH2:40]3)=[CH:35][CH:34]=2)[CH2:16]1)=[O:14])=[O:10])[C:2]1[CH:7]=[CH:6][CH:5]=[CH:4][CH:3]=1.C(O)(C(F)(F)F)=O. The catalyst is ClCCCl. The product is [CH3:64][C:63]([CH3:66])([CH3:65])[C@H:12]([NH:11][C:9](=[O:10])[O:8][CH2:1][C:2]1[CH:3]=[CH:4][CH:5]=[CH:6][CH:7]=1)[C:13](=[O:14])[N:15]1[CH2:16][C@@H:17]([C:33]2[CH:42]=[C:41]3[C:36]([CH2:37][C@@H:38]([C:50](=[O:62])[NH:51][C@H:52]4[C:61]5[C:56](=[CH:57][CH:58]=[CH:59][CH:60]=5)[CH2:55][CH2:54][CH2:53]4)[NH:39][CH2:40]3)=[CH:35][CH:34]=2)[CH2:18][C@H:19]1[C:20](=[O:32])[NH:21][C@H:22]1[C:31]2[C:26](=[CH:27][CH:28]=[CH:29][CH:30]=2)[CH2:25][CH2:24][CH2:23]1. The yield is 0.910.